From a dataset of Tyrosyl-DNA phosphodiesterase HTS with 341,365 compounds. Binary Classification. Given a drug SMILES string, predict its activity (active/inactive) in a high-throughput screening assay against a specified biological target. (1) The drug is S(=O)(=O)(N1CCCC1)c1cc2OCC(=O)N(c2cc1)CC(O)=O. The result is 0 (inactive). (2) The compound is S=c1[nH]c2NC3=C(C(c2c(=O)[nH]1)c1ccc(cc1)C)C(=O)CCC3. The result is 0 (inactive). (3) The result is 0 (inactive). The compound is S(Cc1[nH]c2c(c(=O)c1)cccc2C)c1c(NC(=O)c2ccc(OC)cc2)cccc1. (4) The compound is O(c1cc(NC(=O)c2nc3c(n(c2=O)C)cccc3)cc(OC)c1OC)C. The result is 0 (inactive). (5) The molecule is Clc1cc(NC(=O)c2nn3c(cc(nc3n2)C)C(F)F)c(OC)cc1. The result is 0 (inactive).